This data is from Reaction yield outcomes from USPTO patents with 853,638 reactions. The task is: Predict the reaction yield, written as a fraction of the theoretical maximum amount of product (1.0 means a 100% yield; for example, 0.34 means a 34% yield). (1) The reactants are C([N:8]1[CH2:13][CH2:12][N:11]([C:14]2[C:22]3[O:21][CH2:20][CH2:19][C:18]=3[CH:17]=[C:16]([F:23])[CH:15]=2)[CH2:10][CH2:9]1)C1C=CC=CC=1.C([O-])=O.[NH4+]. The catalyst is [Pd].C(O)C. The product is [F:23][C:16]1[CH:15]=[C:14]([N:11]2[CH2:12][CH2:13][NH:8][CH2:9][CH2:10]2)[C:22]2[O:21][CH2:20][CH2:19][C:18]=2[CH:17]=1. The yield is 0.750. (2) The reactants are C([N:3]([CH2:6]C)[CH2:4]C)C.[C:8]([C@H:12]1[CH2:17][CH2:16][C@H:15]([O:18][C:19]2[CH:28]=[C:27]3[C:22]([CH:23]=[C:24](C=O)[N:25]=[CH:26]3)=[CH:21][CH:20]=2)[CH2:14][CH2:13]1)([CH3:11])([CH3:10])[CH3:9].Cl.C(O[C:35](=O)[CH2:36][CH2:37]N)C.Cl[CH2:41]CCl.[C:54]([O:53][BH-]([O:53][C:54](=[O:56])[CH3:55])[O:53][C:54](=[O:56])[CH3:55])(=[O:56])[CH3:55].[Na+]. The product is [C:8]([C@H:12]1[CH2:13][CH2:14][C@H:15]([O:18][C:19]2[CH:28]=[C:27]3[C:22]([CH:23]=[C:24]([CH2:6][NH:3][CH2:4][CH2:55][C:54]([O:53][C:36]([CH3:37])([CH3:41])[CH3:35])=[O:56])[N:25]=[CH:26]3)=[CH:21][CH:20]=2)[CH2:16][CH2:17]1)([CH3:10])([CH3:11])[CH3:9]. The catalyst is C(Cl)Cl. The yield is 0.970. (3) The reactants are Br[C:2]1[CH:7]=[CH:6][CH:5]=[CH:4][C:3]=1[F:8].[NH:9]1[CH2:12][CH:11]([NH:13][C:14](=[O:39])[C:15]2[CH:20]=[CH:19][C:18]([S:21]([N:24]3[C:32]4[C:27](=[CH:28][CH:29]=[CH:30][CH:31]=4)[C:26]([C:33]4[CH:38]=[CH:37][CH:36]=[CH:35][CH:34]=4)=[CH:25]3)(=[O:23])=[O:22])=[CH:17][CH:16]=2)[CH2:10]1.C(P(C(C)(C)C)C1C=CC=CC=1C1C=CC=CC=1)(C)(C)C.CC(C)([O-])C.[Na+]. The catalyst is C1(C)C=CC=CC=1.C(Cl)Cl.C1C=CC(/C=C/C(/C=C/C2C=CC=CC=2)=O)=CC=1.C1C=CC(/C=C/C(/C=C/C2C=CC=CC=2)=O)=CC=1.C1C=CC(/C=C/C(/C=C/C2C=CC=CC=2)=O)=CC=1.[Pd].[Pd]. The product is [F:8][C:3]1[CH:4]=[CH:5][C:6]([N:9]2[CH2:12][CH:11]([NH:13][C:14](=[O:39])[C:15]3[CH:20]=[CH:19][C:18]([S:21]([N:24]4[C:32]5[C:27](=[CH:28][CH:29]=[CH:30][CH:31]=5)[C:26]([C:33]5[CH:34]=[CH:35][CH:36]=[CH:37][CH:38]=5)=[CH:25]4)(=[O:22])=[O:23])=[CH:17][CH:16]=3)[CH2:10]2)=[CH:7][CH:2]=1. The yield is 0.240. (4) The reactants are C1(C)C=CC=CC=1.[CH3:8][Si:9]([CH3:17])([CH3:16])[C:10]#[C:11][C:12](=[O:15])[CH:13]=[CH2:14].CO.Cl. The catalyst is C1COCC1.C(OCC)C. The product is [CH3:8][Si:9]([CH3:17])([CH3:16])[C:10]#[C:11][C@H:12]([OH:15])[CH:13]=[CH2:14]. The yield is 1.00. (5) The yield is 0.990. The product is [N+:1]([C:4]1[CH:5]=[N:6][CH:7]=[CH:8][C:9]=1[C:10]1[CH2:15][CH2:14][CH2:13][CH:12]([OH:16])[CH:11]=1)([O-:3])=[O:2]. The reactants are [N+:1]([C:4]1[CH:5]=[N:6][CH:7]=[CH:8][C:9]=1[C:10]1[CH2:15][CH2:14][CH2:13][C:12](=[O:16])[CH:11]=1)([O-:3])=[O:2].[BH4-].[Na+]. The catalyst is CCO. (6) The reactants are [CH3:1][O:2][C:3](=[O:17])[CH:4]([C:11]1[CH:16]=[CH:15][CH:14]=[CH:13][CH:12]=1)[N:5]1[CH2:10][CH2:9][NH:8][CH2:7][CH2:6]1.Br[C:19]1[CH:32]=[CH:31][C:22]([C:23]([NH:25][CH:26]([CH2:29][CH3:30])[CH2:27][CH3:28])=[O:24])=[CH:21][C:20]=1[F:33].CC(C1C=C(C(C)C)C(C2C=CC=CC=2P(C2CCCCC2)C2CCCCC2)=C(C(C)C)C=1)C.CC([O-])(C)C.[Na+]. The catalyst is C1(C)C=CC=CC=1.C1C=CC(/C=C/C(/C=C/C2C=CC=CC=2)=O)=CC=1.C1C=CC(/C=C/C(/C=C/C2C=CC=CC=2)=O)=CC=1.C1C=CC(/C=C/C(/C=C/C2C=CC=CC=2)=O)=CC=1.[Pd].[Pd]. The product is [CH3:1][O:2][C:3](=[O:17])[CH:4]([N:5]1[CH2:6][CH2:7][N:8]([C:19]2[CH:32]=[CH:31][C:22]([C:23](=[O:24])[NH:25][CH:26]([CH2:27][CH3:28])[CH2:29][CH3:30])=[CH:21][C:20]=2[F:33])[CH2:9][CH2:10]1)[C:11]1[CH:16]=[CH:15][CH:14]=[CH:13][CH:12]=1. The yield is 0.0600. (7) The reactants are Br[C:2]1[CH:24]=[CH:23][C:5]([O:6][CH2:7][C:8]2[N:9]([CH2:21][CH3:22])[CH:10]=[C:11]([C:13]3[CH:18]=[CH:17][C:16]([Cl:19])=[CH:15][C:14]=3[Cl:20])[N:12]=2)=[CH:4][CH:3]=1.[OH:25][C:26]1[CH:27]=[C:28](B(O)O)[CH:29]=[CH:30][CH:31]=1. No catalyst specified. The product is [Cl:20][C:14]1[CH:15]=[C:16]([Cl:19])[CH:17]=[CH:18][C:13]=1[C:11]1[N:12]=[C:8]([CH2:7][O:6][C:5]2[CH:23]=[CH:24][C:2]([C:30]3[CH:29]=[CH:28][CH:27]=[C:26]([OH:25])[CH:31]=3)=[CH:3][CH:4]=2)[N:9]([CH2:21][CH3:22])[CH:10]=1. The yield is 0.610. (8) The reactants are [C:1]([N:5]1[C:13]2[C:8](=[CH:9][C:10]([N+:14]([O-])=O)=[CH:11][CH:12]=2)[CH:7]=[CH:6]1)([CH3:4])([CH3:3])[CH3:2]. The catalyst is CO.[Ni]. The product is [C:1]([N:5]1[C:13]2[C:8](=[CH:9][C:10]([NH2:14])=[CH:11][CH:12]=2)[CH:7]=[CH:6]1)([CH3:4])([CH3:2])[CH3:3]. The yield is 0.450.